From a dataset of Catalyst prediction with 721,799 reactions and 888 catalyst types from USPTO. Predict which catalyst facilitates the given reaction. (1) Reactant: [N:1]1[CH:6]=[CH:5][CH:4]=[C:3]([CH:7]=O)[CH:2]=1.Cl.[NH2:10][C:11]1[CH:19]=[CH:18][C:14]([C:15]([OH:17])=[O:16])=[C:13]([C:20]2[CH:25]=[CH:24][CH:23]=[CH:22][CH:21]=2)[CH:12]=1.[BH3-]C#N.[Na+]. Product: [C:15]([OH:17])(=[O:16])[CH3:14].[N:1]1[CH:6]=[CH:5][CH:4]=[C:3]([CH2:7][NH:10][C:11]2[CH:19]=[CH:18][C:14]([C:15]([OH:17])=[O:16])=[C:13]([C:20]3[CH:21]=[CH:22][CH:23]=[CH:24][CH:25]=3)[CH:12]=2)[CH:2]=1. The catalyst class is: 404. (2) Reactant: [F:1][C:2]1[CH:10]=[C:9]2[C:5]([C:6]([C:12]3[N:13]=[C:14]4[C:20]([C:21]([NH:23][C:24]5([CH2:27][NH:28]C(=O)OC(C)(C)C)[CH2:26][CH2:25]5)=[O:22])=[CH:19][NH:18][C:15]4=[N:16][CH:17]=3)=[N:7][N:8]2[CH3:11])=[CH:4][CH:3]=1.[ClH:36]. Product: [ClH:36].[NH2:28][CH2:27][C:24]1([NH:23][C:21]([C:20]2[C:14]3[C:15](=[N:16][CH:17]=[C:12]([C:6]4[C:5]5[C:9](=[CH:10][C:2]([F:1])=[CH:3][CH:4]=5)[N:8]([CH3:11])[N:7]=4)[N:13]=3)[NH:18][CH:19]=2)=[O:22])[CH2:25][CH2:26]1. The catalyst class is: 12. (3) Reactant: C(N(S(F)(F)[F:7])CC)C.[CH3:10][C:11]([CH3:54])([CH2:52][CH3:53])[CH2:12][C:13]1[N:14]=[C:15]([CH2:37][CH:38]([C:40]2[CH:45]=[CH:44][C:43]([C:46]3[CH:51]=[CH:50][CH:49]=[CH:48][N:47]=3)=[CH:42][CH:41]=2)O)[N:16]([C:18]([C:31]2[CH:36]=[CH:35][CH:34]=[CH:33][CH:32]=2)([C:25]2[CH:30]=[CH:29][CH:28]=[CH:27][CH:26]=2)[C:19]2[CH:24]=[CH:23][CH:22]=[CH:21][CH:20]=2)[CH:17]=1.C(N(CC)CC)C. Product: [CH3:10][C:11]([CH3:54])([CH2:52][CH3:53])[CH2:12][C:13]1[N:14]=[C:15]([CH2:37][CH:38]([C:40]2[CH:45]=[CH:44][C:43]([C:46]3[CH:51]=[CH:50][CH:49]=[CH:48][N:47]=3)=[CH:42][CH:41]=2)[F:7])[N:16]([C:18]([C:31]2[CH:36]=[CH:35][CH:34]=[CH:33][CH:32]=2)([C:25]2[CH:30]=[CH:29][CH:28]=[CH:27][CH:26]=2)[C:19]2[CH:24]=[CH:23][CH:22]=[CH:21][CH:20]=2)[CH:17]=1. The catalyst class is: 2. (4) Reactant: [NH2:1][NH2:2].[Br:3][C:4]1[CH:5]=[N:6][CH:7]=[C:8]([CH:13]=1)[C:9](OC)=[O:10]. Product: [Br:3][C:4]1[CH:5]=[N:6][CH:7]=[C:8]([CH:13]=1)[C:9]([NH:1][NH2:2])=[O:10]. The catalyst class is: 133. (5) Reactant: Br[CH:2]([C:7](=O)[CH3:8])[C:3]([O:5][CH3:6])=[O:4].N[C@H](C(O)=O)CC.[CH:17]1([N:20]([CH:42]2[CH2:44][CH2:43]2)[C:21]([C:23]2[N:39]([CH2:40][CH3:41])[C:26]3=[N:27][C:28]([NH:35][C:36]([NH2:38])=[S:37])=[C:29]4[N:33]=[CH:32][N:31]([CH3:34])[C:30]4=[C:25]3[CH:24]=2)=[O:22])[CH2:19][CH2:18]1. Product: [CH:42]1([N:20]([CH:17]2[CH2:18][CH2:19]2)[C:21]([C:23]2[N:39]([CH2:40][CH3:41])[C:26]3=[N:27][C:28]([NH:35][C:36]4[S:37][C:2]([C:3]([O:5][CH3:6])=[O:4])=[C:7]([CH3:8])[N:38]=4)=[C:29]4[N:33]=[CH:32][N:31]([CH3:34])[C:30]4=[C:25]3[CH:24]=2)=[O:22])[CH2:43][CH2:44]1. The catalyst class is: 8. (6) Reactant: CS(O)(=O)=O.O=P12OP3(OP(OP(O3)(O1)=O)(=O)O2)=O.[CH:20]1[C:28]2[C:27]3[CH:29]=[CH:30][CH:31]=[CH:32][C:26]=3[S:25](=O)[C:24]=2[CH:23]=[CH:22][CH:21]=1.[CH3:34][O:35][CH2:36][CH2:37][O:38][CH2:39][CH2:40][O:41][C:42]1[C:47]([CH3:48])=[CH:46][CH:45]=[CH:44][C:43]=1[CH3:49].[I-:50].[Na+]. Product: [I-:50].[CH3:34][O:35][CH2:36][CH2:37][O:38][CH2:39][CH2:40][O:41][C:42]1[C:43]([CH3:49])=[CH:44][C:45]([S+:25]2[C:24]3[CH:23]=[CH:22][CH:21]=[CH:20][C:28]=3[C:27]3[CH:29]=[CH:30][CH:31]=[CH:32][C:26]2=3)=[CH:46][C:47]=1[CH3:48]. The catalyst class is: 46.